Dataset: NCI-60 drug combinations with 297,098 pairs across 59 cell lines. Task: Regression. Given two drug SMILES strings and cell line genomic features, predict the synergy score measuring deviation from expected non-interaction effect. (1) Drug 1: CC(C1=C(C=CC(=C1Cl)F)Cl)OC2=C(N=CC(=C2)C3=CN(N=C3)C4CCNCC4)N. Drug 2: C1=C(C(=O)NC(=O)N1)F. Cell line: RXF 393. Synergy scores: CSS=29.4, Synergy_ZIP=-6.68, Synergy_Bliss=0.494, Synergy_Loewe=1.52, Synergy_HSA=1.63. (2) Drug 1: C1=NC2=C(N1)C(=S)N=C(N2)N. Drug 2: CCC(=C(C1=CC=CC=C1)C2=CC=C(C=C2)OCCN(C)C)C3=CC=CC=C3.C(C(=O)O)C(CC(=O)O)(C(=O)O)O. Cell line: NCI/ADR-RES. Synergy scores: CSS=32.2, Synergy_ZIP=1.58, Synergy_Bliss=2.38, Synergy_Loewe=-5.53, Synergy_HSA=1.27. (3) Drug 1: C1CN1P(=S)(N2CC2)N3CC3. Drug 2: C1=NC(=NC(=O)N1C2C(C(C(O2)CO)O)O)N. Cell line: HS 578T. Synergy scores: CSS=24.8, Synergy_ZIP=-5.97, Synergy_Bliss=4.18, Synergy_Loewe=4.50, Synergy_HSA=5.24. (4) Drug 1: C1CCN(CC1)CCOC2=CC=C(C=C2)C(=O)C3=C(SC4=C3C=CC(=C4)O)C5=CC=C(C=C5)O. Drug 2: C(CC(=O)O)C(=O)CN.Cl. Cell line: SN12C. Synergy scores: CSS=2.15, Synergy_ZIP=0.263, Synergy_Bliss=1.70, Synergy_Loewe=-0.836, Synergy_HSA=-0.186. (5) Synergy scores: CSS=-4.03, Synergy_ZIP=1.93, Synergy_Bliss=0.642, Synergy_Loewe=-4.44, Synergy_HSA=-3.97. Drug 2: CS(=O)(=O)OCCCCOS(=O)(=O)C. Drug 1: C1=NC2=C(N=C(N=C2N1C3C(C(C(O3)CO)O)F)Cl)N. Cell line: OVCAR-4.